From a dataset of Reaction yield outcomes from USPTO patents with 853,638 reactions. Predict the reaction yield, written as a fraction of the theoretical maximum amount of product (1.0 means a 100% yield; for example, 0.34 means a 34% yield). The reactants are [CH2:1]([NH:8][C:9]1[CH2:13][O:12][C:11](=[O:14])[CH:10]=1)[C:2]1[CH:7]=[CH:6][CH:5]=[CH:4][CH:3]=1.[OH-].[Na+].[Cl:17][C:18]1[CH:23]=[CH:22][C:21]([CH2:24]Cl)=[CH:20][N:19]=1. The catalyst is C(COC)OC. The product is [CH2:1]([N:8]([CH2:24][C:21]1[CH:20]=[N:19][C:18]([Cl:17])=[CH:23][CH:22]=1)[C:9]1[CH2:13][O:12][C:11](=[O:14])[CH:10]=1)[C:2]1[CH:3]=[CH:4][CH:5]=[CH:6][CH:7]=1. The yield is 0.850.